This data is from Reaction yield outcomes from USPTO patents with 853,638 reactions. The task is: Predict the reaction yield, written as a fraction of the theoretical maximum amount of product (1.0 means a 100% yield; for example, 0.34 means a 34% yield). (1) The reactants are [N+:1]([C:4]1[CH:12]=[CH:11][C:7]2[N:8]=C[S:10][C:6]=2[CH:5]=1)([O-:3])=[O:2].O.NN. The catalyst is C(O)C. The product is [NH2:8][C:7]1[CH:11]=[CH:12][C:4]([N+:1]([O-:3])=[O:2])=[CH:5][C:6]=1[SH:10]. The yield is 0.860. (2) The reactants are [CH2:1]([O:8][C:9]([NH:11][C@@H:12]([CH2:20][C:21]1[CH:26]=[CH:25][C:24]([OH:27])=[CH:23][CH:22]=1)[C:13]([O:15][C:16]([CH3:19])([CH3:18])[CH3:17])=[O:14])=[O:10])[C:2]1[CH:7]=[CH:6][CH:5]=[CH:4][CH:3]=1.[CH2:28]([O:35][C:36]1[CH:44]=[CH:43][C:39]([C:40](Cl)=[O:41])=[CH:38][CH:37]=1)[CH2:29][CH2:30][CH2:31][CH2:32][CH2:33][CH3:34]. The catalyst is C(Cl)Cl.C(#N)C. The product is [CH2:28]([O:35][C:36]1[CH:37]=[CH:38][C:39]([C:40]([O:27][C:24]2[CH:23]=[CH:22][C:21]([CH2:20][C@H:12]([NH:11][C:9]([O:8][CH2:1][C:2]3[CH:7]=[CH:6][CH:5]=[CH:4][CH:3]=3)=[O:10])[C:13]([O:15][C:16]([CH3:17])([CH3:19])[CH3:18])=[O:14])=[CH:26][CH:25]=2)=[O:41])=[CH:43][CH:44]=1)[CH2:29][CH2:30][CH2:31][CH2:32][CH2:33][CH3:34]. The yield is 0.930. (3) The reactants are [CH2:1]([O:3][C:4](=[O:13])[CH:5]([C:7]1[CH:12]=[CH:11][CH:10]=[CH:9][CH:8]=1)[CH3:6])[CH3:2].[C:14]1(C)C=CC(CC(OCC)=O)=CC=1.[Li+].CC([N-]C(C)C)C.CI. The catalyst is C1COCC1.CN1C(=O)N(C)CCC1. The product is [C:10]1([CH3:14])[CH:11]=[CH:12][C:7]([CH:5]([CH3:6])[C:4]([O:3][CH2:1][CH3:2])=[O:13])=[CH:8][CH:9]=1. The yield is 0.860. (4) The reactants are [C:1]([C:3]1[C:7]([CH:8]([OH:11])CO)=[C:6]([C:12]2[N:16]=[CH:15][N:14]([CH:17]3[CH2:22][CH2:21][CH2:20][CH2:19][O:18]3)[N:13]=2)[S:5][C:4]=1[C:23]1[CH:28]=[CH:27][N:26]=[C:25]([NH:29][C:30](=[O:33])[O:31][CH3:32])[CH:24]=1)#[N:2].I([O-])(=O)(=O)=O.[Na+]. The catalyst is CC(C)=O.O. The product is [C:1]([C:3]1[C:7]([CH:8]=[O:11])=[C:6]([C:12]2[N:16]=[CH:15][N:14]([CH:17]3[CH2:22][CH2:21][CH2:20][CH2:19][O:18]3)[N:13]=2)[S:5][C:4]=1[C:23]1[CH:28]=[CH:27][N:26]=[C:25]([NH:29][C:30](=[O:33])[O:31][CH3:32])[CH:24]=1)#[N:2]. The yield is 0.948.